The task is: Predict the product of the given reaction.. This data is from Forward reaction prediction with 1.9M reactions from USPTO patents (1976-2016). Given the reactants [C:1]([CH:3]([CH:7]1[C:11]([Cl:12])=[C:10](Cl)C(=O)O1)[C:4]([NH2:6])=[O:5])#[N:2].Cl.[O:16]1[C:25]2[C:20](=[CH:21][CH:22]=[CH:23][CH:24]=2)[CH2:19][CH2:18][C@@H:17]1[CH2:26][NH2:27], predict the reaction product. The product is: [ClH:12].[Cl:12][C:11]1[CH:7]=[C:3]([C:4]([NH2:6])=[O:5])[C:1](=[NH:2])[N:27]([CH2:26][C@H:17]2[CH2:18][CH2:19][C:20]3[C:25](=[CH:24][CH:23]=[CH:22][CH:21]=3)[O:16]2)[CH:10]=1.